This data is from Forward reaction prediction with 1.9M reactions from USPTO patents (1976-2016). The task is: Predict the product of the given reaction. (1) Given the reactants [CH:1]12[CH2:10][CH:5]3[CH2:6][CH:7]([CH2:9][CH:3]([CH2:4]3)[CH:2]1[OH:11])[CH2:8]2.C(N(CC)CC)C.Cl[SiH2:20][CH:21]=[C:22]([CH3:24])[CH3:23].Cl, predict the reaction product. The product is: [CH3:23][C:22]([CH3:24])=[CH:21][SiH2:20][O:11][CH:2]1[CH:3]2[CH2:9][CH:7]3[CH2:6][CH:5]([CH2:10][CH:1]1[CH2:8]3)[CH2:4]2. (2) Given the reactants [CH2:1]([N:5]([CH2:24][CH2:25][CH2:26][CH3:27])[C:6]1[CH:11]=[CH:10][C:9]([CH:12]=[CH:13][C:14]2[CH:21]=[CH:20][C:17]([CH:18]=O)=[CH:16][CH:15]=2)=[C:8]([O:22][CH3:23])[CH:7]=1)[CH2:2][CH2:3][CH3:4].[C:28]([C:30]1[C:31](=[C:46]([C:49]#[N:50])[C:47]#[N:48])[O:32][C:33]([C:40]2[CH:45]=[CH:44][CH:43]=[CH:42][CH:41]=2)([C:36]([F:39])([F:38])[F:37])[C:34]=1[CH3:35])#[N:29], predict the reaction product. The product is: [CH2:24]([N:5]([CH2:1][CH2:2][CH2:3][CH3:4])[C:6]1[CH:11]=[CH:10][C:9]([CH:12]=[CH:13][C:14]2[CH:21]=[CH:20][C:17]([CH:18]=[CH:35][C:34]3[C:33]([C:40]4[CH:45]=[CH:44][CH:43]=[CH:42][CH:41]=4)([C:36]([F:39])([F:37])[F:38])[O:32][C:31](=[C:46]([C:49]#[N:50])[C:47]#[N:48])[C:30]=3[C:28]#[N:29])=[CH:16][CH:15]=2)=[C:8]([O:22][CH3:23])[CH:7]=1)[CH2:25][CH2:26][CH3:27].